This data is from Catalyst prediction with 721,799 reactions and 888 catalyst types from USPTO. The task is: Predict which catalyst facilitates the given reaction. (1) Reactant: C([O:3][C:4](=[O:23])[CH:5]([C:11]1[C:12]([F:22])=[C:13]2[C:18](=[CH:19][C:20]=1[F:21])[N:17]=[CH:16][CH:15]=[CH:14]2)C(OCC)=O)C.[OH-].[Na+].Cl. Product: [F:22][C:12]1[C:11]([CH2:5][C:4]([OH:23])=[O:3])=[C:20]([F:21])[CH:19]=[C:18]2[C:13]=1[CH:14]=[CH:15][CH:16]=[N:17]2. The catalyst class is: 8. (2) Reactant: [CH2:1]1[O:9][C:8]2[CH:7]=[CH:6][C:5]([CH:10]3[C:22]4[NH:21][C:20]5[C:15](=[CH:16][CH:17]=[CH:18][CH:19]=5)[C:14]=4[CH2:13][CH2:12][NH:11]3)=[CH:4][C:3]=2[O:2]1.C(N(CC)CC)C.[CH2:30](Br)[C:31]1[CH:36]=[CH:35][CH:34]=[CH:33][CH:32]=1.[OH-].[Na+]. Product: [CH2:1]1[O:9][C:8]2[CH:7]=[CH:6][C:5]([CH:10]3[C:22]4[NH:21][C:20]5[C:15](=[CH:16][CH:17]=[CH:18][CH:19]=5)[C:14]=4[CH2:13][CH2:12][N:11]3[CH2:30][C:31]3[CH:36]=[CH:35][CH:34]=[CH:33][CH:32]=3)=[CH:4][C:3]=2[O:2]1. The catalyst class is: 18. (3) Reactant: [O:1]=[C:2]1[CH2:7][CH2:6][CH:5]([C:8]([OH:10])=O)[CH2:4][CH2:3]1.[CH3:11][CH:12]([N:14]1[CH2:19][CH2:18][NH:17][CH2:16][CH2:15]1)[CH3:13].CN(C(ON1N=NC2C=CC=CC1=2)=[N+](C)C)C.[B-](F)(F)(F)F.CCN(C(C)C)C(C)C. Product: [CH:12]([N:14]1[CH2:19][CH2:18][N:17]([C:8]([CH:5]2[CH2:4][CH2:3][C:2](=[O:1])[CH2:7][CH2:6]2)=[O:10])[CH2:16][CH2:15]1)([CH3:13])[CH3:11]. The catalyst class is: 3. (4) Reactant: [F:1][C:2]1[CH:3]=[C:4]([N:8]2[CH:12]=[C:11]([N:13]([CH2:21][C:22]#[CH:23])C(=O)OC(C)(C)C)[C:10]([CH3:24])=[N:9]2)[CH:5]=[N:6][CH:7]=1.[ClH:25]. Product: [ClH:25].[F:1][C:2]1[CH:3]=[C:4]([N:8]2[CH:12]=[C:11]([NH:13][CH2:21][C:22]#[CH:23])[C:10]([CH3:24])=[N:9]2)[CH:5]=[N:6][CH:7]=1. The catalyst class is: 472. (5) Reactant: S(O)(O)(=O)=O.[CH3:6][S:7][C:8](=[NH:10])[NH2:9].[CH3:11][O:12][C:13]1[CH:14]=[C:15]([CH:18]=[CH:19][CH:20]=1)[CH:16]=O.[C:21]([O:27][CH2:28][CH3:29])(=[O:26])[CH2:22][C:23]([CH3:25])=O.[Na]. Product: [CH3:6][S:7][C:8]1[NH:9][C:23]([CH3:25])=[C:22]([C:21]([O:27][CH2:28][CH3:29])=[O:26])[CH:16]([C:15]2[CH:18]=[CH:19][CH:20]=[C:13]([O:12][CH3:11])[CH:14]=2)[N:10]=1. The catalyst class is: 369. (6) Reactant: [Cl:1][C:2]1[CH:8]=[CH:7][C:5]([NH2:6])=[CH:4][CH:3]=1.[CH2:9]([CH:12]([C:18](OCC)=[O:19])[C:13](OCC)=[O:14])[CH2:10][CH3:11]. Product: [Cl:1][C:2]1[CH:8]=[C:7]2[C:5](=[CH:4][CH:3]=1)[NH:6][C:13](=[O:14])[C:12]([CH2:9][CH2:10][CH3:11])=[C:18]2[OH:19]. The catalyst class is: 400. (7) Reactant: [Cl:1][C:2]1[CH:20]=[N:19][C:5]2=[N:6][C:7]([N:12]3[CH2:17][CH2:16][N:15]([CH3:18])[CH2:14][CH2:13]3)=[C:8]([NH:10][NH2:11])[N:9]=[C:4]2[CH:3]=1.[CH:21](OC)(OC)OC. Product: [Cl:1][C:2]1[CH:20]=[N:19][C:5]2[N:6]=[C:7]([N:12]3[CH2:17][CH2:16][N:15]([CH3:18])[CH2:14][CH2:13]3)[C:8]3[N:9]([CH:21]=[N:11][N:10]=3)[C:4]=2[CH:3]=1. The catalyst class is: 28.